From a dataset of Forward reaction prediction with 1.9M reactions from USPTO patents (1976-2016). Predict the product of the given reaction. (1) Given the reactants [CH2:1]([N:8]1[CH2:17][CH2:16][C:15]2[C:14](Cl)=[N:13][C:12]([S:19][CH3:20])=[N:11][C:10]=2[CH2:9]1)[C:2]1[CH:7]=[CH:6][CH:5]=[CH:4][CH:3]=1.[C:21]([C:25]1[CH:31]=[CH:30][C:28]([NH2:29])=[CH:27][CH:26]=1)([CH3:24])([CH3:23])[CH3:22], predict the reaction product. The product is: [C:21]([C:25]1[CH:26]=[CH:27][C:28]([NH:29][C:14]2[C:15]3[CH2:16][CH2:17][N:8]([CH2:1][C:2]4[CH:7]=[CH:6][CH:5]=[CH:4][CH:3]=4)[CH2:9][C:10]=3[N:11]=[C:12]([S:19][CH3:20])[N:13]=2)=[CH:30][CH:31]=1)([CH3:24])([CH3:22])[CH3:23]. (2) Given the reactants [C:1](Cl)(=[O:4])[CH:2]=[CH2:3].Cl.[NH2:7][C@H:8]([C:13]([NH2:15])=[O:14])[CH2:9][C:10](=[O:12])[NH2:11].C(=O)([O-])[O-].[K+].[K+].N[C@H](C(N)=O)CC(=O)N, predict the reaction product. The product is: [C:1]([NH:15][C:13](=[O:14])[C@H:8]([CH2:9][C:10](=[O:12])[NH2:11])[NH2:7])(=[O:4])[CH:2]=[CH2:3]. (3) The product is: [Cl:1][C:2]1[CH:3]=[CH:4][C:5]2[N:11]3[C:12]([C:15]([F:18])([F:17])[CH3:16])=[N:13][N:14]=[C:10]3[C@@H:9]([CH2:19][C:20]([O:22][CH2:23][CH3:24])=[O:21])[O:8][C@H:7]([C:25]3[CH:30]=[CH:29][CH:28]=[C:27]([O:31][CH3:32])[C:26]=3[Cl:33])[C:6]=2[CH:34]=1.[Cl:1][C:2]1[CH:3]=[CH:4][C:5]2[N:11]3[C:12]([C:15]([F:18])([F:17])[CH3:16])=[N:13][N:14]=[C:10]3[C@H:9]([CH2:19][C:20]([O:22][CH2:23][CH3:24])=[O:21])[O:8][C@@H:7]([C:25]3[CH:30]=[CH:29][CH:28]=[C:27]([O:31][CH3:32])[C:26]=3[Cl:33])[C:6]=2[CH:34]=1. Given the reactants [Cl:1][C:2]1[CH:3]=[CH:4][C:5]2[N:11]3[C:12]([C:15]([F:18])([F:17])[CH3:16])=[N:13][N:14]=[C:10]3[C@@H:9]([CH2:19][C:20]([O:22][CH2:23][CH3:24])=[O:21])[O:8][C@H:7]([C:25]3[CH:30]=[CH:29][CH:28]=[C:27]([O:31][CH3:32])[C:26]=3[Cl:33])[C:6]=2[CH:34]=1.CCCCCC, predict the reaction product. (4) The product is: [CH3:42][S:43]([OH:46])(=[O:45])=[O:44].[CH3:42][S:43]([OH:46])(=[O:45])=[O:44].[Cl:37][C:32]1[C:31]([O:38][CH3:39])=[CH:30][C:29]([C:26]2[CH:27]=[CH:28][C:23]([N:19]3[CH2:20][CH2:21][CH2:22][N:16]([C:13]4[CH:12]=[CH:11][C:10]([C:5]5[CH:6]=[C:7]([O:8][CH3:9])[C:2]([Cl:1])=[C:3]([O:40][CH3:41])[CH:4]=5)=[CH:15][N:14]=4)[CH2:17][CH2:18]3)=[N:24][CH:25]=2)=[CH:34][C:33]=1[O:35][CH3:36]. Given the reactants [Cl:1][C:2]1[C:7]([O:8][CH3:9])=[CH:6][C:5]([C:10]2[CH:11]=[CH:12][C:13]([N:16]3[CH2:22][CH2:21][CH2:20][N:19]([C:23]4[CH:28]=[CH:27][C:26]([C:29]5[CH:34]=[C:33]([O:35][CH3:36])[C:32]([Cl:37])=[C:31]([O:38][CH3:39])[CH:30]=5)=[CH:25][N:24]=4)[CH2:18][CH2:17]3)=[N:14][CH:15]=2)=[CH:4][C:3]=1[O:40][CH3:41].[CH3:42][S:43]([OH:46])(=[O:45])=[O:44], predict the reaction product.